From a dataset of Full USPTO retrosynthesis dataset with 1.9M reactions from patents (1976-2016). Predict the reactants needed to synthesize the given product. Given the product [ClH:23].[CH2:1]([C@@H:4]([NH2:16])[C:5]1[CH:6]=[CH:7][C:8]([O:11][C:12]([F:14])([F:15])[F:13])=[CH:9][CH:10]=1)[CH:2]=[CH2:3], predict the reactants needed to synthesize it. The reactants are: [CH2:1]([C@@H:4]([NH:16][S@](C(C)(C)C)=O)[C:5]1[CH:10]=[CH:9][C:8]([O:11][C:12]([F:15])([F:14])[F:13])=[CH:7][CH:6]=1)[CH:2]=[CH2:3].[ClH:23].